From a dataset of Reaction yield outcomes from USPTO patents with 853,638 reactions. Predict the reaction yield, written as a fraction of the theoretical maximum amount of product (1.0 means a 100% yield; for example, 0.34 means a 34% yield). (1) The reactants are [OH:1][C:2]1[CH:16]=[CH:15][C:5]2[N:6]=[C:7]([NH:9][C:10]([CH:12]3[CH2:14][CH2:13]3)=[O:11])[S:8][C:4]=2[CH:3]=1.F[C:18]1[CH:23]=[CH:22][C:21]([N+:24]([O-:26])=[O:25])=[CH:20][C:19]=1[F:27].C(=O)([O-])[O-].[Cs+].[Cs+].O. The catalyst is CS(C)=O. The product is [F:27][C:19]1[CH:20]=[C:21]([N+:24]([O-:26])=[O:25])[CH:22]=[CH:23][C:18]=1[O:1][C:2]1[CH:16]=[CH:15][C:5]2[N:6]=[C:7]([NH:9][C:10]([CH:12]3[CH2:13][CH2:14]3)=[O:11])[S:8][C:4]=2[CH:3]=1. The yield is 0.650. (2) The reactants are Cl.[C:2]([C:4]1[CH:9]=[CH:8][CH:7]=[CH:6][C:5]=1[C:10]1[CH:24]=[CH:23][C:13]([C:14]([NH:16][CH2:17][CH:18]2[CH2:22][CH2:21][CH2:20][NH:19]2)=[O:15])=[C:12]([NH:25][CH2:26][CH2:27][C:28]2[CH:33]=[CH:32][CH:31]=[C:30]([F:34])[CH:29]=2)[N:11]=1)#[N:3].[C:35]([O:39][C:40]([NH:42][CH2:43][CH2:44][CH2:45][C:46](O)=[O:47])=[O:41])([CH3:38])([CH3:37])[CH3:36].C1C=CC2N(O)N=NC=2C=1.CN(C(ON1N=NC2C=CC=CC1=2)=[N+](C)C)C.F[P-](F)(F)(F)(F)F.CCN(C(C)C)C(C)C. The catalyst is CN(C=O)C. The product is [C:2]([C:4]1[CH:9]=[CH:8][CH:7]=[CH:6][C:5]=1[C:10]1[CH:24]=[CH:23][C:13]([C:14]([NH:16][CH2:17][CH:18]2[CH2:22][CH2:21][CH2:20][N:19]2[C:46](=[O:47])[CH2:45][CH2:44][CH2:43][NH:42][C:40](=[O:41])[O:39][C:35]([CH3:36])([CH3:38])[CH3:37])=[O:15])=[C:12]([NH:25][CH2:26][CH2:27][C:28]2[CH:33]=[CH:32][CH:31]=[C:30]([F:34])[CH:29]=2)[N:11]=1)#[N:3]. The yield is 0.650. (3) The reactants are FC(F)(F)C(O)=O.[O:8]1[C:12]2[CH:13]=[CH:14][CH:15]=[CH:16][C:11]=2[C:10]([NH:17][C:18]([N:20]2[CH2:25][CH2:24][NH:23][CH2:22][CH2:21]2)=[O:19])=[N:9]1.C(N(CC)CC)C.[O:33]1[CH:37]=[CH:36][CH:35]=[C:34]1[C:38](Cl)=[O:39].O. The catalyst is O1CCCC1. The product is [O:8]1[C:12]2[CH:13]=[CH:14][CH:15]=[CH:16][C:11]=2[C:10]([NH:17][C:18]([N:20]2[CH2:25][CH2:24][N:23]([C:38]([C:34]3[O:33][CH:37]=[CH:36][CH:35]=3)=[O:39])[CH2:22][CH2:21]2)=[O:19])=[N:9]1. The yield is 0.529. (4) The reactants are ClC(Cl)(Cl)[C:3]([C:5]1[NH:6][CH:7]=[CH:8][CH:9]=1)=[O:4].C([O-])([O-])=O.[K+].[K+].Br[CH2:19][C:20](=[O:24])[CH:21]([CH3:23])[CH3:22]. The catalyst is CC(C)=O. The product is [CH:21]([C:20]1[O:24][C:3](=[O:4])[C:5]2=[CH:9][CH:8]=[CH:7][N:6]2[CH:19]=1)([CH3:23])[CH3:22]. The yield is 0.930. (5) The reactants are Cl[C:2]1([C:12]2[S:13][C:14]([C:17]([N:19]3[CH2:23][CH2:22][CH2:21][CH2:20]3)=[O:18])=[CH:15][N:16]=2)[CH2:11][CH2:10][C:5]2([O:9][CH2:8][CH2:7][O:6]2)[CH2:4][CH2:3]1. The catalyst is CO.[Pd]. The yield is 0.970. The product is [O:9]1[C:5]2([CH2:10][CH2:11][CH:2]([C:12]3[S:13][C:14]([C:17]([N:19]4[CH2:20][CH2:21][CH2:22][CH2:23]4)=[O:18])=[CH:15][N:16]=3)[CH2:3][CH2:4]2)[O:6][CH2:7][CH2:8]1. (6) The reactants are [Br:1][C:2]1[CH:3]=[C:4]([CH2:8][CH:9]([OH:12])[CH2:10][OH:11])[CH:5]=[CH:6][CH:7]=1.CO[C:15](OC)([CH3:17])[CH3:16].CC1C=CC(S(O)(=O)=O)=CC=1. The catalyst is CC(C)=O. The product is [Br:1][C:2]1[CH:3]=[C:4]([CH:5]=[CH:6][CH:7]=1)[CH2:8][CH:9]1[CH2:10][O:11][C:15]([CH3:17])([CH3:16])[O:12]1. The yield is 0.150. (7) The reactants are [Br:1][C:2]1[CH:7]=[C:6]([CH3:8])[CH:5]=[CH:4][C:3]=1[CH3:9].[N+:10]([O-])([OH:12])=[O:11].S(=O)(=O)(O)O. The catalyst is C(O)(=O)C. The product is [Br:1][C:2]1[CH:7]=[C:6]([CH3:8])[C:5]([N+:10]([O-:12])=[O:11])=[CH:4][C:3]=1[CH3:9]. The yield is 0.361.